From a dataset of Full USPTO retrosynthesis dataset with 1.9M reactions from patents (1976-2016). Predict the reactants needed to synthesize the given product. (1) Given the product [CH2:6]([N:13]1[C:17]([C:18]([F:20])([F:21])[F:19])=[CH:16][C:15]([C:22]2[O:23][C:24]([CH:27]=[O:28])=[CH:25][CH:26]=2)=[N:14]1)[C:7]1[CH:8]=[CH:9][CH:10]=[CH:11][CH:12]=1, predict the reactants needed to synthesize it. The reactants are: P(Cl)(Cl)(Cl)=O.[CH2:6]([N:13]1[C:17]([C:18]([F:21])([F:20])[F:19])=[CH:16][C:15]([C:22]2[O:23][CH:24]=[CH:25][CH:26]=2)=[N:14]1)[C:7]1[CH:12]=[CH:11][CH:10]=[CH:9][CH:8]=1.[C:27](=O)([O-])[O-:28].[K+].[K+]. (2) Given the product [Cl:1][C:2]1[CH:7]=[C:6]([Cl:8])[N:5]=[C:4]([NH:9][C:18](=[O:19])[C:17]([F:28])([F:27])[F:16])[N:3]=1, predict the reactants needed to synthesize it. The reactants are: [Cl:1][C:2]1[CH:7]=[C:6]([Cl:8])[N:5]=[C:4]([NH2:9])[N:3]=1.N1C=CC=CC=1.[F:16][C:17]([F:28])([F:27])[C:18](O[C:18](=[O:19])[C:17]([F:28])([F:27])[F:16])=[O:19].